From a dataset of Peptide-MHC class I binding affinity with 185,985 pairs from IEDB/IMGT. Regression. Given a peptide amino acid sequence and an MHC pseudo amino acid sequence, predict their binding affinity value. This is MHC class I binding data. (1) The peptide sequence is DEGTAGVESA. The MHC is Mamu-A11 with pseudo-sequence Mamu-A11. The binding affinity (normalized) is 0.307. (2) The peptide sequence is GLQADAPHL. The MHC is HLA-A02:01 with pseudo-sequence HLA-A02:01. The binding affinity (normalized) is 0.571.